Dataset: Full USPTO retrosynthesis dataset with 1.9M reactions from patents (1976-2016). Task: Predict the reactants needed to synthesize the given product. (1) Given the product [IH:11].[CH2:12]([N:3]1[C:4]2[CH:9]=[CH:8][CH:7]=[CH:6][C:5]=2[S:1][C:2]1=[NH:10])[CH2:13][CH2:14][CH3:15], predict the reactants needed to synthesize it. The reactants are: [S:1]1[C:5]2[CH:6]=[CH:7][CH:8]=[CH:9][C:4]=2[N:3]=[C:2]1[NH2:10].[I:11][CH2:12][CH2:13][CH2:14][CH3:15]. (2) Given the product [C:2]([C:7]1[O:11][C:10]([CH2:12][N:13]2[CH:17]=[C:16]([NH:18][C:25]([C:23]3[N:24]=[C:20]([CH3:19])[O:21][C:22]=3[C:28]3[CH:29]=[C:30]([CH3:34])[CH:31]=[CH:32][CH:33]=3)=[O:26])[CH:15]=[N:14]2)=[CH:9][CH:8]=1)(=[O:6])[CH3:1], predict the reactants needed to synthesize it. The reactants are: [CH3:1][C:2]1([C:7]2[O:11][C:10]([CH2:12][N:13]3[CH:17]=[C:16]([NH2:18])[CH:15]=[N:14]3)=[CH:9][CH:8]=2)[O:6]CCO1.[CH3:19][C:20]1[O:21][C:22]([C:28]2[CH:29]=[C:30]([CH3:34])[CH:31]=[CH:32][CH:33]=2)=[C:23]([C:25](O)=[O:26])[N:24]=1.